This data is from Catalyst prediction with 721,799 reactions and 888 catalyst types from USPTO. The task is: Predict which catalyst facilitates the given reaction. (1) Reactant: [F:1][C:2]1[N:7]=[C:6]([NH2:8])[CH:5]=[CH:4][C:3]=1[CH2:9][C:10]1[C:18]2[C:13](=[N:14][CH:15]=[C:16]([CH3:19])[CH:17]=2)[NH:12][CH:11]=1.[F:20][C:21]1[CH:22]=[N:23][C:24]([O:30][CH3:31])=[C:25]([CH:29]=1)[C:26](Cl)=[O:27].N1C=CC=CC=1.Cl. Product: [F:20][C:21]1[CH:22]=[N:23][C:24]([O:30][CH3:31])=[C:25]([CH:29]=1)[C:26]([NH:8][C:6]1[CH:5]=[CH:4][C:3]([CH2:9][C:10]2[C:18]3[C:13](=[N:14][CH:15]=[C:16]([CH3:19])[CH:17]=3)[NH:12][CH:11]=2)=[C:2]([F:1])[N:7]=1)=[O:27]. The catalyst class is: 7. (2) Reactant: [CH3:1][S:2](Cl)(=[O:4])=[O:3].[OH:6][CH2:7][CH2:8][O:9][C:10]1[C:15]([CH3:16])=[CH:14][C:13]([C:17]2[CH:22]=[CH:21][C:20]([C:23]([O:25][CH2:26][C:27]3[CH:32]=[CH:31][CH:30]=[CH:29][CH:28]=3)=[O:24])=[CH:19][CH:18]=2)=[CH:12][C:11]=1[CH3:33].C(N(CC)CC)C.O. Product: [CH3:1][S:2]([O:6][CH2:7][CH2:8][O:9][C:10]1[C:11]([CH3:33])=[CH:12][C:13]([C:17]2[CH:22]=[CH:21][C:20]([C:23]([O:25][CH2:26][C:27]3[CH:28]=[CH:29][CH:30]=[CH:31][CH:32]=3)=[O:24])=[CH:19][CH:18]=2)=[CH:14][C:15]=1[CH3:16])(=[O:4])=[O:3]. The catalyst class is: 124. (3) Reactant: [N:1]([Si](C)(C)C)=[N+:2]=[N-:3].[Br:8][C:9]1[CH:10]=[C:11]2[C:22]([CH2:24][C:25]([O:27][CH2:28][CH3:29])=[O:26])(O)[C:21]3[C:16](=[CH:17][CH:18]=[C:19]([I:30])[CH:20]=3)[O:15][C:12]2=[N:13][CH:14]=1. Product: [N:1]([C:22]1([CH2:24][C:25]([O:27][CH2:28][CH3:29])=[O:26])[C:11]2[C:12](=[N:13][CH:14]=[C:9]([Br:8])[CH:10]=2)[O:15][C:16]2[C:21]1=[CH:20][C:19]([I:30])=[CH:18][CH:17]=2)=[N+:2]=[N-:3]. The catalyst class is: 11. (4) Product: [CH2:1]([O:3][C:4]1[CH:5]=[C:6]2[C:11](=[C:12]3[CH2:16][C:15]([CH3:18])([CH3:17])[O:14][C:13]=13)[C:10]([C:19]1[CH:28]=[CH:27][C:22]([C:23]([OH:25])=[O:24])=[C:21]([NH:29][CH2:30][CH3:31])[CH:20]=1)=[N:9][C:8]([CH3:32])([CH3:33])[CH2:7]2)[CH3:2]. Reactant: [CH2:1]([O:3][C:4]1[CH:5]=[C:6]2[C:11](=[C:12]3[CH2:16][C:15]([CH3:18])([CH3:17])[O:14][C:13]=13)[C:10]([C:19]1[CH:28]=[CH:27][C:22]([C:23]([O:25]C)=[O:24])=[C:21]([NH:29][CH2:30][CH3:31])[CH:20]=1)=[N:9][C:8]([CH3:33])([CH3:32])[CH2:7]2)[CH3:2].[OH-].[Na+]. The catalyst class is: 5. (5) Reactant: [F:1][C:2]([F:13])([F:12])[C:3]1[CH:11]=[CH:10][C:6]([C:7]([NH2:9])=[O:8])=[CH:5][CH:4]=1.C(Cl)(=O)[C:15](Cl)=[O:16]. Product: [F:1][C:2]([F:12])([F:13])[C:3]1[CH:11]=[CH:10][C:6]([C:7]([N:9]=[C:15]=[O:16])=[O:8])=[CH:5][CH:4]=1. The catalyst class is: 344. (6) Reactant: [CH:1]1([C:7]2[C:8]3[CH:34]=[CH:33][C:32]([C:35]([O:37][CH3:38])=[O:36])=[CH:31][C:9]=3[N:10]3[C:16]=2[C:15]2[CH:17]=[CH:18][CH:19]=[C:20]([O:21][CH2:22][C:23](=O)[N:24]4[CH2:29][CH2:28][CH2:27][CH2:26][CH2:25]4)[C:14]=2[O:13][CH2:12][CH2:11]3)[CH2:6][CH2:5][CH2:4][CH2:3][CH2:2]1.Cl.[OH-].[Na+].C(=O)([O-])O.[Na+]. Product: [CH:1]1([C:7]2[C:8]3[CH:34]=[CH:33][C:32]([C:35]([O:37][CH3:38])=[O:36])=[CH:31][C:9]=3[N:10]3[C:16]=2[C:15]2[CH:17]=[CH:18][CH:19]=[C:20]([O:21][CH2:22][CH2:23][N:24]4[CH2:29][CH2:28][CH2:27][CH2:26][CH2:25]4)[C:14]=2[O:13][CH2:12][CH2:11]3)[CH2:2][CH2:3][CH2:4][CH2:5][CH2:6]1. The catalyst class is: 30.